From a dataset of Catalyst prediction with 721,799 reactions and 888 catalyst types from USPTO. Predict which catalyst facilitates the given reaction. (1) Reactant: [C:1]([O:5][C:6]([N:8]1[CH2:13][CH2:12][CH2:11][C@H:10]([C:14]#[N:15])[CH2:9]1)=[O:7])([CH3:4])([CH3:3])[CH3:2].[NH2:16][OH:17]. Product: [C:1]([O:5][C:6]([N:8]1[CH2:13][CH2:12][CH2:11][C@H:10]([C:14](=[NH:15])[NH:16][OH:17])[CH2:9]1)=[O:7])([CH3:4])([CH3:3])[CH3:2]. The catalyst class is: 8. (2) Product: [CH3:28][CH:29]([CH3:40])[CH2:30][C:31]([N:17]1[CH2:16][CH2:15][C:13]2[N:14]=[C:9]([C:4]3[CH:5]=[CH:6][CH:7]=[CH:8][C:3]=3[O:2][CH3:1])[N:10]([CH2:20][CH2:21][C:22]3[CH:27]=[CH:26][CH:25]=[CH:24][CH:23]=3)[C:11](=[O:19])[C:12]=2[CH2:18]1)=[O:32]. The catalyst class is: 4. Reactant: [CH3:1][O:2][C:3]1[CH:8]=[CH:7][CH:6]=[CH:5][C:4]=1[C:9]1[N:10]([CH2:20][CH2:21][C:22]2[CH:27]=[CH:26][CH:25]=[CH:24][CH:23]=2)[C:11](=[O:19])[C:12]2[CH2:18][NH:17][CH2:16][CH2:15][C:13]=2[N:14]=1.[CH3:28][CH:29]([CH3:40])[CH2:30][C:31](O[C:31](=[O:32])[CH2:30][CH:29]([CH3:40])[CH3:28])=[O:32].B(Br)(Br)Br.